From a dataset of Forward reaction prediction with 1.9M reactions from USPTO patents (1976-2016). Predict the product of the given reaction. (1) Given the reactants [Cl-].[C:2]1([NH+:8]([C:10]2[CH:15]=[CH:14][CH:13]=[CH:12][CH:11]=2)N)[CH:7]=[CH:6][CH:5]=[CH:4][CH:3]=1.[CH2:16]1[C:24]2[C:19](=[CH:20][CH:21]=[CH:22][CH:23]=2)[CH2:18][C:17]1=O.C(O)C, predict the reaction product. The product is: [C:2]1([N:8]2[C:10]3[C:15](=[CH:14][CH:13]=[CH:12][CH:11]=3)[C:18]3[C:19]4[C:24]([CH2:16][C:17]2=3)=[CH:23][CH:22]=[CH:21][CH:20]=4)[CH:7]=[CH:6][CH:5]=[CH:4][CH:3]=1. (2) Given the reactants Br[C:2]1[CH:3]=[C:4]([C:9]([OH:11])=O)[CH:5]=[N:6][C:7]=1Cl.[OH:12][CH2:13][CH:14]1[CH2:16][CH2:15]1.[F:17][C:18]([F:30])([F:29])[O:19][C:20]1[CH:25]=[CH:24][C:23](B(O)O)=[CH:22][CH:21]=1.[NH2:31][CH2:32][CH:33]([CH2:36][CH3:37])[CH2:34][OH:35], predict the reaction product. The product is: [CH:14]1([CH2:13][O:12][C:7]2[C:2]([C:23]3[CH:24]=[CH:25][C:20]([O:19][C:18]([F:30])([F:29])[F:17])=[CH:21][CH:22]=3)=[CH:3][C:4]([C:9]([NH:31][CH2:32][CH:33]([CH2:34][OH:35])[CH2:36][CH3:37])=[O:11])=[CH:5][N:6]=2)[CH2:16][CH2:15]1. (3) Given the reactants [CH3:1][N:2]([CH3:17])[CH2:3][CH2:4][CH2:5][C:6]1[C:14]2[CH2:13][CH2:12][CH2:11][CH2:10][C:9]=2[NH:8][C:7]=1[CH:15]=O.[CH3:18][NH:19][S:20]([C:23]1[CH:24]=[C:25]2[C:29](=[CH:30][CH:31]=1)[NH:28][C:27](=[O:32])[CH2:26]2)(=[O:22])=[O:21].N1CCCCC1, predict the reaction product. The product is: [CH3:18][NH:19][S:20]([C:23]1[CH:24]=[C:25]2[C:29](=[CH:30][CH:31]=1)[NH:28][C:27](=[O:32])/[C:26]/2=[CH:15]\[C:7]1[NH:8][C:9]2[CH2:10][CH2:11][CH2:12][CH2:13][C:14]=2[C:6]=1[CH2:5][CH2:4][CH2:3][N:2]([CH3:17])[CH3:1])(=[O:22])=[O:21]. (4) Given the reactants [CH2:1]1[CH:8]2[C:4]3([C:10]([NH:12][C:13]([NH:15][CH2:16][CH2:17][O:18][CH3:19])=[S:14])=[O:11])[CH2:5][CH:6]([CH2:9][CH:2]1[CH2:3]3)[CH2:7]2.Br[CH2:21][C:22](=O)[C:23]([CH3:26])([CH3:25])[CH3:24], predict the reaction product. The product is: [C:23]([C:22]1[N:15]([CH2:16][CH2:17][O:18][CH3:19])/[C:13](=[N:12]/[C:10]([C:4]23[CH2:5][CH:6]4[CH2:9][CH:2]([CH2:1][CH:8]2[CH2:7]4)[CH2:3]3)=[O:11])/[S:14][CH:21]=1)([CH3:26])([CH3:25])[CH3:24]. (5) Given the reactants [CH3:1][C:2]1[N:7]=[C:6]([S:8][CH3:9])[N:5]=[C:4]([OH:10])[CH:3]=1.C(N(CC)CC)C.[F:18][C:19]([F:32])([F:31])[S:20](O[S:20]([C:19]([F:32])([F:31])[F:18])(=[O:22])=[O:21])(=[O:22])=[O:21], predict the reaction product. The product is: [CH3:1][C:2]1[N:7]=[C:6]([S:8][CH3:9])[N:5]=[C:4]([O:10][S:20]([C:19]([F:32])([F:31])[F:18])(=[O:22])=[O:21])[CH:3]=1. (6) Given the reactants F[C:2]1[CH:9]=[CH:8][C:7]([C:10]2[N:15]=[C:14]([NH:16][C:17]3[CH:22]=[CH:21][C:20]([N:23]4[CH2:28][CH2:27][N:26]([CH:29]5[CH2:32][O:31][CH2:30]5)[CH2:25][CH2:24]4)=[CH:19][CH:18]=3)[N:13]=[CH:12][N:11]=2)=[CH:6][C:3]=1[C:4]#[N:5].[OH:33][C@H:34]1[CH2:38][N:37]([C:39]([O:41]C(C)(C)C)=O)[C@H:36]([CH3:46])[CH2:35]1.C(O)(=O)[CH2:48][OH:49], predict the reaction product. The product is: [OH:49][CH2:48][C:39]([N:37]1[C@H:36]([CH3:46])[CH2:35][C@@H:34]([O:33][C:2]2[CH:9]=[CH:8][C:7]([C:10]3[N:15]=[C:14]([NH:16][C:17]4[CH:22]=[CH:21][C:20]([N:23]5[CH2:28][CH2:27][N:26]([CH:29]6[CH2:32][O:31][CH2:30]6)[CH2:25][CH2:24]5)=[CH:19][CH:18]=4)[N:13]=[CH:12][N:11]=3)=[CH:6][C:3]=2[C:4]#[N:5])[CH2:38]1)=[O:41].